Regression. Given two drug SMILES strings and cell line genomic features, predict the synergy score measuring deviation from expected non-interaction effect. From a dataset of NCI-60 drug combinations with 297,098 pairs across 59 cell lines. Drug 1: CC12CCC3C(C1CCC2=O)CC(=C)C4=CC(=O)C=CC34C. Drug 2: CCC1(CC2CC(C3=C(CCN(C2)C1)C4=CC=CC=C4N3)(C5=C(C=C6C(=C5)C78CCN9C7C(C=CC9)(C(C(C8N6C)(C(=O)OC)O)OC(=O)C)CC)OC)C(=O)OC)O.OS(=O)(=O)O. Cell line: SF-295. Synergy scores: CSS=49.2, Synergy_ZIP=-12.5, Synergy_Bliss=-9.44, Synergy_Loewe=-17.9, Synergy_HSA=-6.39.